From a dataset of Experimentally validated miRNA-target interactions with 360,000+ pairs, plus equal number of negative samples. Binary Classification. Given a miRNA mature sequence and a target amino acid sequence, predict their likelihood of interaction. (1) The miRNA is mmu-miR-329-3p with sequence AACACACCCAGCUAACCUUUUU. The protein sequence of the target gene is MTSVWKRLQRVGKRAAKFQFVACYHELVLECTKKWQPDKLVVVWTRRNRRICSKAHSWQPGIQNPYRGTVVWMVPENVDISVTLYRDPHVDQYETKEWTFIIENESKGQRKVLATVDVNLAHHAGPVPAQVPLRLRLKPKSVKVVHAELSLTLSGVLLREGRATDDDMQSLASLMSVKPSDVGNLDDFAESDEEEANGPGAPEVRTRGPQSDLSRELKTLCEEEDEGHIRPQQAAARPSSAEDTSPAPVSAPAPPVRAFRGQGSEPAAITGGQVGPETPEPPPSPPETRSTGQPGQTMVP.... Result: 1 (interaction). (2) The miRNA is mmu-miR-673-3p with sequence UCCGGGGCUGAGUUCUGUGCACC. The protein sequence of the target gene is MPRAPAPLYACLLGLCALLPRLAGLNICTSGSATSCEECLLIHPKCAWCSKEDFGSPRSITSRCDLRANLVKNGCGGEIESPASSFHVLRSLPLSSKGSGSAGWDVIQMTPQEIAVNLRPGDKTTFQLQVRQVEDYPVDLYYLMDLSLSMKDDLDNIRSLGTKLAEEMRKLTSNFRLGFGSFVDKDISPFSYTAPRYQTNPCIGYKLFPNCVPSFGFRHLLPLTDRVDSFNEEVRKQRVSRNRDAPEGGFDAVLQAAVCKEKIGWRKDALHLLVFTTDDVPHIALDGKLGGLVQPHDGQC.... Result: 0 (no interaction). (3) The miRNA is hsa-miR-3614-5p with sequence CCACUUGGAUCUGAAGGCUGCCC. The protein sequence of the target gene is MEAEAGGLEELTDEEMAALGKEELVRRLRREEAARLAALVQRGRLMQEVNRQLQGHLGEIRELKQLNRRLQAENRELRDLCCFLDSERQRGRRAARQWQLFGTQASRAVREDLGGCWQKLAELEGRQEELLRENLALKELCLALGEEWGPRGGPGGAVGSGAGPTPELALPPCGPRDLGDGSSSTGSVGSPDQLPLACSPDD. Result: 0 (no interaction). (4) The miRNA is hsa-miR-7974 with sequence AGGCUGUGAUGCUCUCCUGAGCCC. The protein sequence of the target gene is MAAGPISERNQDATVYVGGLDEKVSEPLLWELFLQAGPVVNTHMPKDRVTGQHQGYGFVEFLSEEDADYAIKIMNMIKLYGKPIRVNKASAHNKNLDVGANIFIGNLDPEIDEKLLYDTFSAFGVILQTPKIMRDPDTGNSKGYAFINFASFDASDAAIEAMNGQYLCNRPITVSYAFKKDSKGERHGSAAERLLAAQNPLSQADRPHQLFADAPPPPSAPNPVVSSLGSGLPPPGMPPPGSFPPPVPPPGALPPGIPPAMPPPPMPPGAAGHGPPSAGTPGAGHPGHGHSHPHPFPPGG.... Result: 0 (no interaction).